This data is from Forward reaction prediction with 1.9M reactions from USPTO patents (1976-2016). The task is: Predict the product of the given reaction. (1) Given the reactants [OH:1][C:2]1[C:3]([O:22]C)=[CH:4][C:5]2[CH:9]=[C:8]([C:10]([N:12]3[CH2:17][CH2:16][O:15][CH2:14][CH2:13]3)=[O:11])[S:7][C:6]=2[C:18]=1[N+:19]([O-:21])=[O:20].N1C=CC=CC=1.[Cl-].[Cl-].[Cl-].[Al+3].Cl, predict the reaction product. The product is: [OH:22][C:3]1[C:2]([OH:1])=[C:18]([N+:19]([O-:21])=[O:20])[C:6]2[S:7][C:8]([C:10]([N:12]3[CH2:13][CH2:14][O:15][CH2:16][CH2:17]3)=[O:11])=[CH:9][C:5]=2[CH:4]=1. (2) Given the reactants [NH2:1][C@@H:2]1[CH2:7][CH2:6][C@H:5]([C:8]([OH:10])=[O:9])[CH2:4][CH2:3]1.[C:11](O[C:11]([O:13][C:14]([CH3:17])([CH3:16])[CH3:15])=[O:12])([O:13][C:14]([CH3:17])([CH3:16])[CH3:15])=[O:12], predict the reaction product. The product is: [C:14]([O:13][C:11]([NH:1][C@@H:2]1[CH2:7][CH2:6][C@H:5]([C:8]([OH:10])=[O:9])[CH2:4][CH2:3]1)=[O:12])([CH3:17])([CH3:16])[CH3:15]. (3) The product is: [I:1][C:2]1[O:3][C:4]([C:10]2[CH:15]=[CH:14][C:13]([O:16][CH3:17])=[CH:12][CH:11]=2)=[C:5]([C:7]([NH2:25])=[O:8])[N:6]=1. Given the reactants [I:1][C:2]1[O:3][C:4]([C:10]2[CH:15]=[CH:14][C:13]([O:16][CH3:17])=[CH:12][CH:11]=2)=[C:5]([C:7](O)=[O:8])[N:6]=1.O.OC1C2N=N[NH:25]C=2C=CC=1.N.O1CCOCC1.Cl.CN(C)CCCN=C=NCC, predict the reaction product. (4) Given the reactants [C:1](Cl)(=[O:5])[CH:2]([CH3:4])[CH3:3].[NH2:7][C:8]1[CH:9]=[C:10]([CH:14]2[CH2:19][CH2:18][N:17]([C:20]([O:22][C:23]([CH3:26])([CH3:25])[CH3:24])=[O:21])[CH2:16][CH2:15]2)[CH:11]=[CH:12][CH:13]=1.C(N(CC)CC)C, predict the reaction product. The product is: [C:1]([NH:7][C:8]1[CH:9]=[C:10]([CH:14]2[CH2:15][CH2:16][N:17]([C:20]([O:22][C:23]([CH3:26])([CH3:25])[CH3:24])=[O:21])[CH2:18][CH2:19]2)[CH:11]=[CH:12][CH:13]=1)(=[O:5])[CH:2]([CH3:4])[CH3:3]. (5) Given the reactants [NH2:1][C:2]1[S:3][C:4]([C:17]2[CH:22]=[CH:21][CH:20]=[C:19]([F:23])[CH:18]=2)=[C:5]([C:7]([N:9]2[CH2:14][C@H:13]3[C@H:11]([CH2:12]3)[C@H:10]2[CH2:15][NH2:16])=[O:8])[N:6]=1.[NH:24]1[C:32]2[C:27](=[CH:28][CH:29]=[CH:30][CH:31]=2)[C:26]([C:33](O)=[O:34])=[CH:25]1, predict the reaction product. The product is: [NH2:1][C:2]1[S:3][C:4]([C:17]2[CH:22]=[CH:21][CH:20]=[C:19]([F:23])[CH:18]=2)=[C:5]([C:7]([N:9]2[CH2:14][C@H:13]3[C@H:11]([CH2:12]3)[C@H:10]2[CH2:15][NH:16][C:33]([C:26]2[C:27]3[C:32](=[CH:31][CH:30]=[CH:29][CH:28]=3)[NH:24][CH:25]=2)=[O:34])=[O:8])[N:6]=1. (6) Given the reactants [C:1]1([C:7]2[C:11]([C:12]([F:15])([F:14])[F:13])=[C:10]([C:16]3[O:20][N:19]=[C:18]([C:21]4[CH:26]=[CH:25][C:24]([CH:27]=[CH2:28])=[CH:23][C:22]=4[C:29]([F:32])([F:31])[F:30])[N:17]=3)[O:9][N:8]=2)[CH:6]=[CH:5][CH:4]=[CH:3][CH:2]=1.C1C=C(Cl)C=C(C(OO)=[O:41])C=1, predict the reaction product. The product is: [O:41]1[CH2:28][CH:27]1[C:24]1[CH:25]=[CH:26][C:21]([C:18]2[N:17]=[C:16]([C:10]3[O:9][N:8]=[C:7]([C:1]4[CH:6]=[CH:5][CH:4]=[CH:3][CH:2]=4)[C:11]=3[C:12]([F:13])([F:14])[F:15])[O:20][N:19]=2)=[C:22]([C:29]([F:32])([F:31])[F:30])[CH:23]=1. (7) Given the reactants [F:1][C:2]1[N:7]=[C:6]([F:8])[C:5]([F:9])=[C:4](F)[C:3]=1[F:11].[CH2:12]([N:19]1[CH2:24][CH2:23][NH:22][CH2:21][CH2:20]1)[C:13]1[CH:18]=[CH:17][CH:16]=[CH:15][CH:14]=1.C(=O)([O-])[O-].[K+].[K+], predict the reaction product. The product is: [F:8][C:6]1[C:5]([F:9])=[C:4]([N:22]2[CH2:23][CH2:24][N:19]([CH2:12][C:13]3[CH:14]=[CH:15][CH:16]=[CH:17][CH:18]=3)[CH2:20][CH2:21]2)[C:3]([F:11])=[C:2]([F:1])[N:7]=1.